Dataset: Reaction yield outcomes from USPTO patents with 853,638 reactions. Task: Predict the reaction yield, written as a fraction of the theoretical maximum amount of product (1.0 means a 100% yield; for example, 0.34 means a 34% yield). The reactants are [NH2:1][CH2:2][CH2:3][C:4]1[C:12]([O:13][CH3:14])=[CH:11][C:10]([O:15][CH3:16])=[C:9]2[C:5]=1[CH:6]=[CH:7][NH:8]2.[C:17](OC(=O)C)(=[O:19])[CH3:18]. No catalyst specified. The product is [C:17]([NH:1][CH2:2][CH2:3][C:4]1[C:12]([O:13][CH3:14])=[CH:11][C:10]([O:15][CH3:16])=[C:9]2[C:5]=1[CH:6]=[CH:7][NH:8]2)(=[O:19])[CH3:18]. The yield is 0.540.